Dataset: Full USPTO retrosynthesis dataset with 1.9M reactions from patents (1976-2016). Task: Predict the reactants needed to synthesize the given product. (1) Given the product [C:17]([O:16][C:14](=[O:15])[NH:21][CH2:22][C:23]1[N:3]=[N:2][N:1]([C:4]2[CH:5]=[CH:6][C:7]([C:10]#[C:11][C:12]#[N:13])=[CH:8][CH:9]=2)[CH:24]=1)([CH3:20])([CH3:19])[CH3:18], predict the reactants needed to synthesize it. The reactants are: [N:1]([C:4]1[CH:9]=[CH:8][C:7]([C:10]#[C:11][C:12]#[N:13])=[CH:6][CH:5]=1)=[N+:2]=[N-:3].[C:14]([NH:21][CH2:22][C:23]#[CH:24])([O:16][C:17]([CH3:20])([CH3:19])[CH3:18])=[O:15].O=C1O[C@H]([C@H](CO)O)C([O-])=C1O.[Na+].[NH4+].[Cl-]. (2) Given the product [Si:1]([O:8][CH2:9][CH2:10][C:11]1[CH:12]=[CH:13][C:14]([NH:15][C:39]([C:34]2[C:33]([C:30]3[CH:31]=[CH:32][C:27]([C:26]([F:25])([F:42])[F:43])=[CH:28][CH:29]=3)=[CH:38][CH:37]=[CH:36][CH:35]=2)=[O:40])=[CH:16][CH:17]=1)([C:4]([CH3:6])([CH3:7])[CH3:5])([CH3:3])[CH3:2], predict the reactants needed to synthesize it. The reactants are: [Si:1]([O:8][CH2:9][CH2:10][C:11]1[CH:17]=[CH:16][C:14]([NH2:15])=[CH:13][CH:12]=1)([C:4]([CH3:7])([CH3:6])[CH3:5])([CH3:3])[CH3:2].C(N(CC)CC)C.[F:25][C:26]([F:43])([F:42])[C:27]1[CH:32]=[CH:31][C:30]([C:33]2[C:34]([C:39](Cl)=[O:40])=[CH:35][CH:36]=[CH:37][CH:38]=2)=[CH:29][CH:28]=1.O. (3) Given the product [Cl:23][CH2:22][CH2:21][O:19][C:15]1[CH:14]=[C:13]([NH:12][C:10]2[C:9]3[C:4](=[CH:5][CH:6]=[CH:7][CH:8]=3)[N:3]=[C:2]([CH3:1])[CH:11]=2)[CH:18]=[CH:17][CH:16]=1, predict the reactants needed to synthesize it. The reactants are: [CH3:1][C:2]1[CH:11]=[C:10]([NH:12][C:13]2[CH:14]=[C:15]([OH:19])[CH:16]=[CH:17][CH:18]=2)[C:9]2[C:4](=[CH:5][CH:6]=[CH:7][CH:8]=2)[N:3]=1.Br[CH2:21][CH2:22][Cl:23].C(=O)([O-])[O-].[K+].[K+].